Dataset: Reaction yield outcomes from USPTO patents with 853,638 reactions. Task: Predict the reaction yield, written as a fraction of the theoretical maximum amount of product (1.0 means a 100% yield; for example, 0.34 means a 34% yield). (1) The reactants are [CH3:1][CH:2]([C:8](=O)[CH2:9][C:10](=O)[CH3:11])[C:3]([O:5][CH2:6][CH3:7])=[O:4].O.[NH2:15][NH2:16]. The catalyst is C1COCC1. The product is [CH3:11][C:10]1[CH:9]=[C:8]([CH:2]([CH3:1])[C:3]([O:5][CH2:6][CH3:7])=[O:4])[NH:16][N:15]=1. The yield is 0.100. (2) The reactants are Cl[CH2:2][C:3]1[CH:8]=[CH:7][C:6]([N+:9]([O-:11])=[O:10])=[CH:5][CH:4]=1.[NH:12]1[CH:16]=[CH:15][N:14]=[N:13]1.C(=O)([O-])[O-].[K+].[K+].CN(C=O)C. The catalyst is O. The product is [N+:9]([C:6]1[CH:7]=[CH:8][C:3]([CH2:2][N:13]2[N:14]=[CH:15][CH:16]=[N:12]2)=[CH:4][CH:5]=1)([O-:11])=[O:10]. The yield is 0.550. (3) The reactants are [H-].[Na+].C(OCC)=O.[CH:8]1([CH2:11][O:12][CH2:13][C:14]([O:16]CC)=O)[CH2:10][CH2:9]1.S(O)(O)(=O)=O.[CH3:24][S:25][C:26](=[NH:28])[NH2:27].[CH3:29]SC(=N)N.[O-]CC.[Na+]. The catalyst is C1COCC1.CCO.C(O)(=O)C. The product is [CH:8]1([CH2:11][O:12][C:13]2[C:14]([OH:16])=[N:28][C:26]([S:25][CH3:24])=[N:27][CH:29]=2)[CH2:10][CH2:9]1. The yield is 0.177. (4) The reactants are Cl[C:2]1[N:12]=[CH:11][CH:10]=[CH:9][C:3]=1[C:4]([O:6][CH2:7][CH3:8])=[O:5].C([Sn](CCCC)(CCCC)[C:18]1[O:19][C:20]2[CH:26]=[CH:25][CH:24]=[CH:23][C:21]=2[N:22]=1)CCC.O.CCOC(C)=O. The catalyst is CN(C=O)C.Cl[Pd]Cl.C1(P(C2C=CC=CC=2)[C-]2C=CC=C2)C=CC=CC=1.[C-]1(P(C2C=CC=CC=2)C2C=CC=CC=2)C=CC=C1.[Fe+2]. The product is [O:19]1[C:20]2[CH:26]=[CH:25][CH:24]=[CH:23][C:21]=2[N:22]=[C:18]1[C:2]1[N:12]=[CH:11][CH:10]=[CH:9][C:3]=1[C:4]([O:6][CH2:7][CH3:8])=[O:5]. The yield is 0.900.